Predict which catalyst facilitates the given reaction. From a dataset of Catalyst prediction with 721,799 reactions and 888 catalyst types from USPTO. (1) Product: [F:7][C:8]1[CH:13]=[CH:12][C:11]([S:14]([N:1]2[CH2:6][CH2:5][O:4][CH2:3][CH2:2]2)(=[O:16])=[O:15])=[CH:10][CH:9]=1. Reactant: [NH:1]1[CH2:6][CH2:5][O:4][CH2:3][CH2:2]1.[F:7][C:8]1[CH:13]=[CH:12][C:11]([S:14](Cl)(=[O:16])=[O:15])=[CH:10][CH:9]=1. The catalyst class is: 11. (2) Reactant: [C:1]([C:3]1[CH:8]=[C:7]([CH2:9][C:10]([O:12][CH3:13])=[O:11])[CH:6]=[CH:5][C:4]=1[N:14]1[C:22]2[C:17](=[CH:18][C:19]([C:23](O)=[O:24])=[CH:20][CH:21]=2)[CH:16]=[CH:15]1)#[N:2].C(N(CC)CC)C.C(Cl)(=O)C(Cl)=O.[Cl:39][C:40]1[CH:45]=[C:44]([Cl:46])[CH:43]=[CH:42][C:41]=1[CH2:47][CH2:48][NH2:49]. Product: [Cl:39][C:40]1[CH:45]=[C:44]([Cl:46])[CH:43]=[CH:42][C:41]=1[CH2:47][CH2:48][NH:49][C:23]([C:19]1[CH:18]=[C:17]2[C:22](=[CH:21][CH:20]=1)[N:14]([C:4]1[CH:5]=[CH:6][C:7]([CH2:9][C:10]([O:12][CH3:13])=[O:11])=[CH:8][C:3]=1[C:1]#[N:2])[CH:15]=[CH:16]2)=[O:24]. The catalyst class is: 59. (3) Reactant: C[O:2][C:3]1[CH:8]=[C:7]([NH2:9])[CH:6]=[CH:5][N:4]=1.[Cl:10][C:11]1[C:19]([Cl:20])=[CH:18][C:14]([C:15](O)=[O:16])=[C:13]([F:21])[CH:12]=1.CN(C(ON1N=NC2C=CC=NC1=2)=[N+](C)C)C.F[P-](F)(F)(F)(F)F.CN1CCOCC1.Br. Product: [Cl:10][C:11]1[C:19]([Cl:20])=[CH:18][C:14]([C:15]([NH:9][C:7]2[CH:6]=[CH:5][NH:4][C:3](=[O:2])[CH:8]=2)=[O:16])=[C:13]([F:21])[CH:12]=1. The catalyst class is: 18. (4) Reactant: [F:1][C:2]1[CH:7]=[CH:6][CH:5]=[C:4]([O:8]C)[C:3]=1[CH:10]1[N:14]([CH2:15][C:16]2[CH:21]=[CH:20][C:19]([O:22][C:23]([F:26])([F:25])[F:24])=[CH:18][CH:17]=2)[C:13](=[O:27])[CH:12]([CH3:28])[CH2:11]1.O. Product: [F:1][C:2]1[CH:7]=[CH:6][CH:5]=[C:4]([OH:8])[C:3]=1[CH:10]1[N:14]([CH2:15][C:16]2[CH:21]=[CH:20][C:19]([O:22][C:23]([F:24])([F:25])[F:26])=[CH:18][CH:17]=2)[C:13](=[O:27])[CH:12]([CH3:28])[CH2:11]1. The catalyst class is: 2. (5) Reactant: [Br:1][C:2]1[CH:7]=[CH:6][C:5]([CH2:8][OH:9])=[C:4]([O:10][CH3:11])[CH:3]=1. Product: [Br:1][C:2]1[CH:7]=[CH:6][C:5]([CH:8]=[O:9])=[C:4]([O:10][CH3:11])[CH:3]=1. The catalyst class is: 485.